Dataset: Reaction yield outcomes from USPTO patents with 853,638 reactions. Task: Predict the reaction yield, written as a fraction of the theoretical maximum amount of product (1.0 means a 100% yield; for example, 0.34 means a 34% yield). (1) The reactants are [C:1]([O:5][C:6]([N:8]1[CH2:17][CH2:16][C:11]2([CH2:15][NH:14][CH2:13][CH2:12]2)[CH2:10][CH2:9]1)=[O:7])([CH3:4])([CH3:3])[CH3:2].[CH2:18]([O:20][C:21]([C:23]1[C:32](=[O:33])[N:31]2[C:26]([C:27]([CH3:36])=[C:28](Cl)[C:29]([F:34])=[CH:30]2)=[C:25]([CH:37]2[CH2:39][CH2:38]2)[CH:24]=1)=[O:22])[CH3:19].C([O-])(O)=O.[Na+]. The catalyst is C(#N)C. The product is [CH2:18]([O:20][C:21]([C:23]1[C:32](=[O:33])[N:31]2[C:26]([C:27]([CH3:36])=[C:28]([N:14]3[CH2:13][CH2:12][C:11]4([CH2:10][CH2:9][N:8]([C:6]([O:5][C:1]([CH3:4])([CH3:2])[CH3:3])=[O:7])[CH2:17][CH2:16]4)[CH2:15]3)[C:29]([F:34])=[CH:30]2)=[C:25]([CH:37]2[CH2:38][CH2:39]2)[CH:24]=1)=[O:22])[CH3:19]. The yield is 0.470. (2) The reactants are O1CCCC(=O)C1.N1CCOCC1.O.[O:15]1[CH2:20][CH2:19][CH:18]=[C:17]([N:21]2[CH2:26][CH2:25][O:24][CH2:23][CH2:22]2)[CH2:16]1. The catalyst is C1(C)C=CC=CC=1. The product is [O:15]1[CH:16]=[C:17]([N:21]2[CH2:26][CH2:25][O:24][CH2:23][CH2:22]2)[CH2:18][CH2:19][CH2:20]1. The yield is 1.00. (3) The reactants are Cl[C:2]1[CH:3]=[CH:4][C:5]2[N:6]=[CH:7][N:8]3[C:16]4[CH:15]=[CH:14][CH:13]=[C:12]([F:17])[C:11]=4[CH:10]=[C:9]3[C:18]=2[N:19]=1.[F:20][C:21]1[CH:26]=[CH:25][C:24]([C:27]2[O:42][C:30]3=[N:31][C:32]([N:36]([CH3:41])[S:37]([CH3:40])(=[O:39])=[O:38])=[C:33](I)[CH:34]=[C:29]3[C:28]=2[C:43]([NH2:45])=[O:44])=[CH:23][CH:22]=1.B1(B2OC(C)(C)C(C)(C)O2)OC(C)(C)[C:48](C)(C)O1.CC([O-])=O.[K+].C(=O)([O-])[O-].[Na+].[Na+].CC(C1C=C(C(C)C)C(C2C=CC=CC=2P(C2CCCCC2)C2CCCCC2)=C(C(C)C)C=1)C. The catalyst is O1CCOCC1.O.C1C=CC(/C=C/C(/C=C/C2C=CC=CC=2)=O)=CC=1.C1C=CC(/C=C/C(/C=C/C2C=CC=CC=2)=O)=CC=1.C1C=CC(/C=C/C(/C=C/C2C=CC=CC=2)=O)=CC=1.[Pd].[Pd]. The product is [F:20][C:21]1[CH:26]=[CH:25][C:24]([C:27]2[O:42][C:30]3=[N:31][C:32]([N:36]([CH3:41])[S:37]([CH3:40])(=[O:39])=[O:38])=[C:33]([C:2]4[CH:3]=[CH:4][C:5]5[N:6]=[CH:7][N:8]6[C:16]7[CH:15]=[CH:14][CH:13]=[C:12]([F:17])[C:11]=7[CH:10]=[C:9]6[C:18]=5[N:19]=4)[CH:34]=[C:29]3[C:28]=2[C:43]([NH:45][CH3:48])=[O:44])=[CH:23][CH:22]=1. The yield is 0.160. (4) The reactants are [CH3:1][C:2]1[CH:8]=[CH:7][C:5]([NH2:6])=[CH:4][C:3]=1[N+:9]([O-:11])=[O:10].[CH2:12]([N:14]([CH:18]([CH3:20])C)[CH:15]([CH3:17])C)[CH3:13].Cl[CH2:22][C:23]1C=C[CH:29]=[CH:28][C:24]=1[C:25](Cl)=[O:26].[CH3:32][N:33]1CCNCC1. The catalyst is O1CCCC1. The product is [CH3:1][C:2]1[CH:8]=[CH:7][C:5]([NH:6][C:25](=[O:26])[C:24]2[CH:28]=[CH:29][C:20]([CH2:18][N:14]3[CH2:12][CH2:13][N:33]([CH3:32])[CH2:17][CH2:15]3)=[CH:22][CH:23]=2)=[CH:4][C:3]=1[N+:9]([O-:11])=[O:10]. The yield is 0.950.